Dataset: Forward reaction prediction with 1.9M reactions from USPTO patents (1976-2016). Task: Predict the product of the given reaction. Given the reactants S(=O)(=O)(O)O.[Br:6][C:7]1[CH:22]=[CH:21][C:10]([O:11][C:12]2[C:17]([C:18]([OH:20])=O)=[CH:16][N:15]=[CH:14][CH:13]=2)=[CH:9][CH:8]=1.[OH-].[Na+], predict the reaction product. The product is: [Br:6][C:7]1[CH:8]=[CH:9][C:10]2[O:11][C:12]3[CH:13]=[CH:14][N:15]=[CH:16][C:17]=3[C:18](=[O:20])[C:21]=2[CH:22]=1.